Dataset: Full USPTO retrosynthesis dataset with 1.9M reactions from patents (1976-2016). Task: Predict the reactants needed to synthesize the given product. (1) The reactants are: [CH2:1]([O:3][CH2:4][CH:5]([O:26][C:27]1[CH:32]=[CH:31][CH:30]=[CH:29][N:28]=1)[CH2:6][N:7](CC1C=CC(OC)=CC=1)CC1C=CC(OC)=CC=1)[CH3:2]. Given the product [CH2:1]([O:3][CH2:4][CH:5]([O:26][C:27]1[CH:32]=[CH:31][CH:30]=[CH:29][N:28]=1)[CH2:6][NH2:7])[CH3:2], predict the reactants needed to synthesize it. (2) Given the product [CH3:22][C:23]1[O:24][C:25]([C:30]([F:33])([F:32])[F:31])=[C:26]([CH2:28][N:1]2[C:9]3[C:4](=[CH:5][CH:6]=[CH:7][CH:8]=3)[C:3]3([C:13]4=[CH:14][C:15]5[O:19][CH2:18][O:17][C:16]=5[CH:20]=[C:12]4[O:11][CH2:10]3)[C:2]2=[O:21])[N:27]=1, predict the reactants needed to synthesize it. The reactants are: [NH:1]1[C:9]2[C:4](=[CH:5][CH:6]=[CH:7][CH:8]=2)[C:3]2([C:13]3=[CH:14][C:15]4[O:19][CH2:18][O:17][C:16]=4[CH:20]=[C:12]3[O:11][CH2:10]2)[C:2]1=[O:21].[CH3:22][C:23]1[O:24][C:25]([C:30]([F:33])([F:32])[F:31])=[C:26]([CH2:28]O)[N:27]=1.C(P(CCCC)CCCC)CCC.CN(C)C(N=NC(N(C)C)=O)=O. (3) The reactants are: [C:1]([O:5][C:6](=[O:23])[NH:7][CH2:8][CH2:9][CH2:10][NH:11][C:12]1[C:21]2[C:16](=[CH:17][CH:18]=[CH:19][CH:20]=2)[N:15]=[CH:14][C:13]=1[NH2:22])([CH3:4])([CH3:3])[CH3:2].[C:24](Cl)(=O)[CH2:25][CH2:26][CH2:27][CH3:28]. Given the product [C:1]([O:5][C:6](=[O:23])[NH:7][CH2:8][CH2:9][CH2:10][N:11]1[C:12]2[C:21]3[CH:20]=[CH:19][CH:18]=[CH:17][C:16]=3[N:15]=[CH:14][C:13]=2[N:22]=[C:24]1[CH2:25][CH2:26][CH2:27][CH3:28])([CH3:4])([CH3:2])[CH3:3], predict the reactants needed to synthesize it. (4) Given the product [ClH:19].[CH2:41]([O:48][CH2:49][CH2:50][CH2:51][O:37][C:31]1[CH:30]=[C:29]2[C:34]([C:25]([NH:24][C:23]3[CH:38]=[CH:39][C:20]([Cl:19])=[CH:21][C:22]=3[F:40])=[N:26][CH:27]=[N:28]2)=[CH:33][C:32]=1[O:35][CH3:36])[C:42]1[CH:47]=[CH:46][CH:45]=[CH:44][CH:43]=1, predict the reactants needed to synthesize it. The reactants are: N(C(N1CCCCC1)=O)=NC(N1CCCCC1)=O.[Cl:19][C:20]1[CH:39]=[CH:38][C:23]([NH:24][C:25]2[C:34]3[C:29](=[CH:30][C:31]([OH:37])=[C:32]([O:35][CH3:36])[CH:33]=3)[N:28]=[CH:27][N:26]=2)=[C:22]([F:40])[CH:21]=1.[CH2:41]([O:48][CH2:49][CH2:50][CH2:51]O)[C:42]1[CH:47]=[CH:46][CH:45]=[CH:44][CH:43]=1.C(P(CCCC)CCCC)CCC. (5) Given the product [C:20]1([CH2:19][S:18][C:7]2[N:8]=[C:9]([NH:10][C@H:11]([CH2:14][CH:15]([CH3:17])[CH3:16])[CH2:12][OH:13])[C:4]3[S:3][C:2]([Br:36])=[N:26][C:5]=3[N:6]=2)[CH:25]=[CH:24][CH:23]=[CH:22][CH:21]=1, predict the reactants needed to synthesize it. The reactants are: N[C:2]1[S:3][C:4]2[C:9]([NH:10][C@H:11]([CH2:14][CH:15]([CH3:17])[CH3:16])[CH2:12][OH:13])=[N:8][C:7]([S:18][CH2:19][C:20]3[CH:25]=[CH:24][CH:23]=[CH:22][CH:21]=3)=[N:6][C:5]=2[N:26]=1.C(ON=O)CC(C)C.C(Br)(Br)[Br:36]. (6) Given the product [F:54][C:53]1[C:48]([NH:21][C:18]2[S:19][CH:20]=[C:16]([C:11]3[CH:10]=[N:9][N:8]([CH2:7][C:6]4[CH:5]=[CH:4][C:3]([O:2][CH3:1])=[CH:23][CH:22]=4)[C:12]=3[CH2:13][O:14][CH3:15])[N:17]=2)=[N:49][C:50]([CH3:55])=[CH:51][CH:52]=1.[F:54][C:53]1[C:48]([NH:41][C:38]2[S:39][CH:40]=[C:36]([C:34]3[C:33]([CH2:42][O:43][CH3:44])=[N:32][N:31]([CH2:30][C:29]4[CH:28]=[CH:27][C:26]([O:25][CH3:24])=[CH:46][CH:45]=4)[CH:35]=3)[N:37]=2)=[N:49][C:50]([CH3:55])=[CH:51][CH:52]=1, predict the reactants needed to synthesize it. The reactants are: [CH3:1][O:2][C:3]1[CH:23]=[CH:22][C:6]([CH2:7][N:8]2[C:12]([CH2:13][O:14][CH3:15])=[C:11]([C:16]3[N:17]=[C:18]([NH2:21])[S:19][CH:20]=3)[CH:10]=[N:9]2)=[CH:5][CH:4]=1.[CH3:24][O:25][C:26]1[CH:46]=[CH:45][C:29]([CH2:30][N:31]2[CH:35]=[C:34]([C:36]3[N:37]=[C:38]([NH2:41])[S:39][CH:40]=3)[C:33]([CH2:42][O:43][CH3:44])=[N:32]2)=[CH:28][CH:27]=1.Br[C:48]1[C:53]([F:54])=[CH:52][CH:51]=[C:50]([CH3:55])[N:49]=1.CC1(C)C2C(=C(P(C3C=CC=CC=3)C3C=CC=CC=3)C=CC=2)OC2C(P(C3C=CC=CC=3)C3C=CC=CC=3)=CC=CC1=2.C(=O)([O-])[O-].[Cs+].[Cs+].